Dataset: Forward reaction prediction with 1.9M reactions from USPTO patents (1976-2016). Task: Predict the product of the given reaction. (1) The product is: [F:18][C:15]1[CH:16]=[CH:17][C:12]([C:5]2[C:6]3[C:11](=[CH:10][CH:9]=[CH:8][CH:7]=3)[C:2]([N:24]3[CH2:23][CH2:22][N:21]([C:26]([O:28][C:29]([CH3:32])([CH3:31])[CH3:30])=[O:27])[C@@H:20]([CH3:19])[CH2:25]3)=[N:3][N:4]=2)=[CH:13][CH:14]=1. Given the reactants Cl[C:2]1[C:11]2[C:6](=[CH:7][CH:8]=[CH:9][CH:10]=2)[C:5]([C:12]2[CH:17]=[CH:16][C:15]([F:18])=[CH:14][CH:13]=2)=[N:4][N:3]=1.[CH3:19][C@H:20]1[CH2:25][NH:24][CH2:23][CH2:22][N:21]1[C:26]([O:28][C:29]([CH3:32])([CH3:31])[CH3:30])=[O:27].C(N(CC)CC)C.O, predict the reaction product. (2) Given the reactants [Cl:1][C:2]1[C:3]([C:9](=[N:19][O:20][CH2:21][C:22]([F:25])([F:24])[F:23])[CH2:10][NH:11]C(=O)OC(C)(C)C)=[N:4][CH:5]=[C:6]([Cl:8])[CH:7]=1.Cl, predict the reaction product. The product is: [ClH:1].[F:24][C:22]([F:23])([F:25])[CH2:21][O:20][N:19]=[C:9]([C:3]1[C:2]([Cl:1])=[CH:7][C:6]([Cl:8])=[CH:5][N:4]=1)[CH2:10][NH2:11]. (3) Given the reactants Br[CH2:2][C:3]1[C:11]2[O:10][CH2:9][C:8](=[O:12])[C:7]=2[CH:6]=[CH:5][CH:4]=1.C([O-])(=O)C.[Na+].[C:18]([O:22][C:23]([N:25]1[CH2:30][CH2:29][NH:28][CH2:27][CH2:26]1)=[O:24])([CH3:21])([CH3:20])[CH3:19], predict the reaction product. The product is: [O:12]=[C:8]1[C:7]2[CH:6]=[CH:5][CH:4]=[C:3]([CH2:2][N:28]3[CH2:27][CH2:26][N:25]([C:23]([O:22][C:18]([CH3:21])([CH3:20])[CH3:19])=[O:24])[CH2:30][CH2:29]3)[C:11]=2[O:10][CH2:9]1. (4) Given the reactants [Cl:1][C:2]1[CH:3]=[C:4]([CH:26]=[CH:27][C:28]=1[O:29][CH3:30])[CH2:5][NH:6][C:7]1[C:12]([C:13]([NH:15][CH2:16][C:17]2[N:22]=[CH:21][CH:20]=[CH:19][N:18]=2)=[O:14])=[CH:11][N:10]=[C:9](S(C)=O)[N:8]=1.[CH3:31][N:32]1[CH2:41][CH2:40][CH2:39][C:34]2([CH2:38][NH:37][CH2:36][CH2:35]2)[CH2:33]1.C(N(CC)CC)C.O, predict the reaction product. The product is: [Cl:1][C:2]1[CH:3]=[C:4]([CH:26]=[CH:27][C:28]=1[O:29][CH3:30])[CH2:5][NH:6][C:7]1[C:12]([C:13]([NH:15][CH2:16][C:17]2[N:22]=[CH:21][CH:20]=[CH:19][N:18]=2)=[O:14])=[CH:11][N:10]=[C:9]([N:37]2[CH2:36][CH2:35][C:34]3([CH2:39][CH2:40][CH2:41][N:32]([CH3:31])[CH2:33]3)[CH2:38]2)[N:8]=1. (5) Given the reactants Br[C:2]1[S:3][C:4]([C:7]2[N:8]=[N:9][N:10]([CH2:12][C:13]([O:15][C:16]([CH3:19])([CH3:18])[CH3:17])=[O:14])[N:11]=2)=[CH:5][N:6]=1.Cl.[Cl:21][C:22]1[CH:27]=[CH:26][C:25]([F:28])=[CH:24][C:23]=1[N:29]1[CH2:34][CH2:33][NH:32][CH2:31][CH2:30]1.CN1C(=O)CCC1.C1CCN2C(=NCCC2)CC1, predict the reaction product. The product is: [Cl:21][C:22]1[CH:27]=[CH:26][C:25]([F:28])=[CH:24][C:23]=1[N:29]1[CH2:30][CH2:31][N:32]([C:2]2[S:3][C:4]([C:7]3[N:8]=[N:9][N:10]([CH2:12][C:13]([O:15][C:16]([CH3:19])([CH3:18])[CH3:17])=[O:14])[N:11]=3)=[CH:5][N:6]=2)[CH2:33][CH2:34]1. (6) The product is: [CH3:14][O:13][C:10]1[CH:11]=[CH:12][C:7]([CH3:6])=[CH:8][C:9]=1[C:6]([C:7]1[CH:12]=[CH:11][CH:10]=[CH:9][CH:8]=1)=[O:16]. Given the reactants Cl[Sn](Cl)(Cl)Cl.[CH3:6][C:7]1[CH:12]=[CH:11][C:10]([O:13][CH3:14])=[CH:9][CH:8]=1.Cl.[OH2:16], predict the reaction product.